This data is from Reaction yield outcomes from USPTO patents with 853,638 reactions. The task is: Predict the reaction yield, written as a fraction of the theoretical maximum amount of product (1.0 means a 100% yield; for example, 0.34 means a 34% yield). (1) The reactants are N1CCC[C@H]1C(O)=O.[OH-].[Na+].Br[C:12]1[CH:17]=[CH:16][C:15]([C@H:18]([C:29]2[CH:34]=[CH:33][CH:32]=[CH:31][C:30]=2[CH3:35])[CH2:19][C:20]([C:22]2[CH:27]=[CH:26][N:25]=[C:24]([CH3:28])[CH:23]=2)=[O:21])=[CH:14][CH:13]=1.[CH3:36][S:37]([O-:39])=[O:38].[Na+]. The catalyst is CS(C)=O.[Cu]I.C(OCC)(=O)C.O. The product is [CH3:36][S:37]([C:12]1[CH:17]=[CH:16][C:15]([C@H:18]([C:29]2[CH:34]=[CH:33][CH:32]=[CH:31][C:30]=2[CH3:35])[CH2:19][C:20]([C:22]2[CH:27]=[CH:26][N:25]=[C:24]([CH3:28])[CH:23]=2)=[O:21])=[CH:14][CH:13]=1)(=[O:39])=[O:38]. The yield is 0.570. (2) The reactants are [NH2:1][C:2]1[CH:3]=[CH:4][C:5]([F:26])=[C:6]([C:8]([C:10]2[CH:11]=[C:12]3[C:17](=[CH:18][CH:19]=2)[N:16]=[CH:15][C:14]([N:20]2[CH2:25][CH2:24][NH:23][CH2:22][CH2:21]2)=[N:13]3)=[O:9])[CH:7]=1.[CH3:27][C:28]([O:31][C:32](O[C:32]([O:31][C:28]([CH3:30])([CH3:29])[CH3:27])=[O:33])=[O:33])([CH3:30])[CH3:29]. The catalyst is C1COCC1. The product is [NH2:1][C:2]1[CH:3]=[CH:4][C:5]([F:26])=[C:6]([CH:7]=1)[C:8]([C:10]1[CH:11]=[C:12]2[C:17]([N:16]=[CH:15][C:14]([N:20]3[CH2:21][CH2:22][N:23]([C:32]([O:31][C:28]([CH3:30])([CH3:29])[CH3:27])=[O:33])[CH2:24][CH2:25]3)=[N:13]2)=[CH:18][CH:19]=1)=[O:9]. The yield is 0.450. (3) The reactants are F[C:2](F)(F)[C:3]([OH:5])=O.F[C:9](F)(F)[C:10]([OH:12])=O.[NH2:15][C:16]1[N:21]=[CH:20][N:19]=[C:18]2[N:22]([CH:26]([C:28]3[CH:35]=[C:34]([CH3:36])[C:31]([C:32]#[N:33])=[C:30]([CH:37]4[CH2:40][NH:39][CH2:38]4)[C:29]=3OCC)[CH3:27])[N:23]=[C:24]([CH3:25])[C:17]=12.CCN(C(C)C)C(C)C.[C:53](O)(=[O:56])CC.F[P-](F)(F)(F)(F)F.[CH3:65][N+](C)=C(N(C)C)ON1C2N=CC=CC=2N=N1. The catalyst is CN(C)C=O. The product is [NH2:15][C:16]1[N:21]=[CH:20][N:19]=[C:18]2[N:22]([CH:26]([C:28]3[CH:35]=[C:34]([CH3:36])[C:31]([C:32]#[N:33])=[C:30]([CH:37]4[CH2:40][N:39]([C:53](=[O:56])[C:10]([OH:12])([CH3:9])[CH3:65])[CH2:38]4)[C:29]=3[O:5][CH2:3][CH3:2])[CH3:27])[N:23]=[C:24]([CH3:25])[C:17]=12. The yield is 0.510. (4) The reactants are O.[C:2]([O:6][C:7](=[O:14])[N:8]([N:12]=O)[CH:9]1[CH2:11][CH2:10]1)([CH3:5])([CH3:4])[CH3:3].[Cl-].[NH4+]. The catalyst is CO.[Zn]. The product is [C:2]([O:6][C:7]([N:8]([CH:9]1[CH2:10][CH2:11]1)[NH2:12])=[O:14])([CH3:5])([CH3:3])[CH3:4]. The yield is 0.110. (5) The reactants are NC1C=C(F)C=CC=1[C:4](O)=[O:5].[NH2:12][C:13]1[CH:18]=[C:17]([F:19])[CH:16]=[CH:15][C:14]=1[C:20]([C:22]1[CH:27]=[CH:26][CH:25]=[CH:24][C:23]=1[O:28][CH3:29])=[O:21].[NH2:30][C:31]1[S:32][CH:33]=[CH:34][N:35]=1. No catalyst specified. The product is [NH2:12][C:13]1[CH:18]=[C:17]([F:19])[CH:16]=[CH:15][C:14]=1[C:20]([C:22]1[CH:27]=[CH:26][CH:25]=[CH:24][C:23]=1[O:28][CH3:29])=[O:21].[F:19][C:17]1[CH:16]=[CH:15][C:14]([C:20](=[O:21])[C:22]2[CH:27]=[CH:26][CH:25]=[CH:24][C:23]=2[O:28][CH3:29])=[C:13]([NH:12][C:4]([NH:30][C:31]2[S:32][CH:33]=[CH:34][N:35]=2)=[O:5])[CH:18]=1. The yield is 0.320. (6) The reactants are [F:1][C:2]1[CH:3]=[C:4]([C:22]2[C:23]([C:28]#[N:29])=[CH:24][CH:25]=[CH:26][CH:27]=2)[CH:5]=[CH:6][C:7]=1[CH2:8][C:9]1[C:10](=[O:21])[NH:11][C:12]2[N:13]([N:18]=[CH:19][N:20]=2)[C:14]=1[CH2:15][CH2:16][CH3:17].[CH3:30][CH:31]([O:33][C:34]1[CH:39]=[CH:38][C:37](B(O)O)=[CH:36][CH:35]=1)[CH3:32].C(N(CC)CC)C.N1C=CC=CC=1. The catalyst is ClCCl.C(OCC)(=O)C.C([O-])(=O)C.[Cu+2].C([O-])(=O)C. The product is [F:1][C:2]1[CH:3]=[C:4]([C:22]2[C:23]([C:28]#[N:29])=[CH:24][CH:25]=[CH:26][CH:27]=2)[CH:5]=[CH:6][C:7]=1[CH2:8][C:9]1[C:10](=[O:21])[N:11]([C:37]2[CH:38]=[CH:39][C:34]([O:33][CH:31]([CH3:32])[CH3:30])=[CH:35][CH:36]=2)[C:12]2[N:13]([N:18]=[CH:19][N:20]=2)[C:14]=1[CH2:15][CH2:16][CH3:17]. The yield is 1.00. (7) The reactants are [C:1]([N:8]1[CH:12]=[CH:11][N:10]=[CH:9]1)([N:3]1[CH:7]=[CH:6]N=[CH:4]1)=[O:2].NC1[S:15]C=CN=1.CCN(C(C)C)C(C)C.[CH3:28][C:29]1[C:30]([CH2:35][N:36]([CH2:43][C:44]2[C:49]([CH3:50])=[CH:48][CH:47]=[CH:46][N:45]=2)[CH:37]2CCNC[CH2:38]2)=[N:31][CH:32]=[CH:33][CH:34]=1. The catalyst is C(Cl)Cl.CN(C=O)C. The product is [S:15]1[CH:12]=[CH:11][N:10]=[C:9]1[NH:8][C:1]([N:3]1[CH2:4][CH2:38][CH:37]([N:36]([CH2:43][C:44]2[C:49]([CH3:50])=[CH:48][CH:47]=[CH:46][N:45]=2)[CH2:35][C:30]2[C:29]([CH3:28])=[CH:34][CH:33]=[CH:32][N:31]=2)[CH2:6][CH2:7]1)=[O:2]. The yield is 0.130. (8) The reactants are [NH:1]1[C:5]2([CH2:10][CH2:9][O:8][CH2:7][CH2:6]2)[CH2:4][CH2:3][CH:2]1[C:11]([O:13][CH2:14][CH3:15])=[O:12].[CH3:16][O:17][C:18]([NH:20][C@H:21]([C:25](Cl)=[O:26])[CH:22]([CH3:24])[CH3:23])=[O:19]. The catalyst is ClCCl.[Ag]C#N. The product is [CH3:16][O:17][C:18]([NH:20][C@H:21]([C:25]([N:1]1[C:5]2([CH2:6][CH2:7][O:8][CH2:9][CH2:10]2)[CH2:4][CH2:3][CH:2]1[C:11]([O:13][CH2:14][CH3:15])=[O:12])=[O:26])[CH:22]([CH3:23])[CH3:24])=[O:19]. The yield is 0.200. (9) The reactants are CC1C=CC=CC=1P(C1C=CC=CC=1C)C1C=CC=CC=1C.[C:23](=[O:26])([O-])[O-].[Na+].[Na+].Cl[C:30]1[N:40]=[CH:39][CH:38]=[CH:37][C:31]=1[C:32]([O:34][CH2:35][CH3:36])=[O:33].[C:41]([C:43]1[CH:44]=[C:45](B(O)O)[CH:46]=[CH:47][C:48]=1[O:49][CH2:50]OC)#[N:42]. The catalyst is COCCOC.C([O-])(=O)C.[Pd+2].C([O-])(=O)C.ClCCl. The product is [C:41]([C:43]1[C:44]([O:26][CH3:23])=[C:45]([C:30]2[N:40]=[CH:39][CH:38]=[CH:37][C:31]=2[C:32]([O:34][CH2:35][CH3:36])=[O:33])[CH:46]=[CH:47][C:48]=1[O:49][CH3:50])#[N:42]. The yield is 0.580. (10) The reactants are FC1C(O[C:9](=[O:28])[C:10]2[CH:15]=[C:14]([Cl:16])[C:13]([F:17])=[C:12]([F:18])[C:11]=2[NH:19][C:20]2[CH:25]=[CH:24][C:23]([I:26])=[CH:22][C:21]=2[Cl:27])=C(F)C(F)=C(F)C=1F.[CH3:33][C:34]1([CH3:42])[O:38][CH:37]([CH2:39][O:40][NH2:41])[CH2:36][O:35]1.C(N(C(C)C)CC)(C)C. The catalyst is O1CCCC1. The product is [Cl:16][C:14]1[C:13]([F:17])=[C:12]([F:18])[C:11]([NH:19][C:20]2[CH:25]=[CH:24][C:23]([I:26])=[CH:22][C:21]=2[Cl:27])=[C:10]([CH:15]=1)[C:9]([NH:41][O:40][CH2:39][CH:37]1[CH2:36][O:35][C:34]([CH3:42])([CH3:33])[O:38]1)=[O:28]. The yield is 0.679.